Dataset: Full USPTO retrosynthesis dataset with 1.9M reactions from patents (1976-2016). Task: Predict the reactants needed to synthesize the given product. Given the product [CH3:22][S:23]([O:19][C@H:15]1[C@H:14]([O:13][C:12]2[CH:20]=[CH:21][C:9]([Br:8])=[CH:10][CH:11]=2)[CH2:18][O:17][CH2:16]1)(=[O:25])=[O:24], predict the reactants needed to synthesize it. The reactants are: C(N(CC)CC)C.[Br:8][C:9]1[CH:21]=[CH:20][C:12]([O:13][C@@H:14]2[CH2:18][O:17][CH2:16][C@H:15]2[OH:19])=[CH:11][CH:10]=1.[CH3:22][S:23](Cl)(=[O:25])=[O:24].O.